This data is from Experimentally validated miRNA-target interactions with 360,000+ pairs, plus equal number of negative samples. The task is: Binary Classification. Given a miRNA mature sequence and a target amino acid sequence, predict their likelihood of interaction. (1) The miRNA is hsa-miR-581 with sequence UCUUGUGUUCUCUAGAUCAGU. The protein sequence of the target gene is MPERELWPAGTGSEPVTRVGSCDSMMSSTSTRSGSSDSSYDFLSTEEKECLLFLEETIGSLDTEADSGLSTDESEPATTPRGFRALPITQPTPRGGPEETITQQGRTPRTVTESSSSHPPEPQGLGLRSGSYSLPRNIHIARSQNFRKSTTQASSHNPGEPGRLAPEPEKEQVSQSSQPRQAPASPQEAALDLDVVLIPPPEAFRDTQPEQCREASLPEGPGQQGHTPQLHTPSSSQEREQTPSEAMSQKAKETVSTRYTQPQPPPAGLPQNARAEDAPLSSGEDPNSRLAPLTTPKPRK.... Result: 1 (interaction). (2) The miRNA is hsa-miR-3162-3p with sequence UCCCUACCCCUCCACUCCCCA. The protein sequence of the target gene is MPGETEEPRPPEQQDQEGGEAAKAAPEEPQQRPPEAVAAAPAGTTSSRVLRGGRDRGRAAAAAAAAAVSRRRKAEYPRRRRSSPSARPPDVPGQQPQAAKSPSPVQGKKSPRLLCIEKVTTDKDPKEEKEEEDDSALPQEVSIAASRPSRGWRSSRTSVSRHRDTENTRSSRSKTGSLQLICKSEPNTDQLDYDVGEEHQSPGGISSEEEEEEEEEMLISEEEIPFKDDPRDETYKPHLERETPKPRRKSGKVKEEKEKKEIKVEVEVEVKEEENEIREDEEPPRKRGRRRKDDKSPRLP.... Result: 0 (no interaction). (3) The miRNA is hsa-miR-888-5p with sequence UACUCAAAAAGCUGUCAGUCA. The protein sequence of the target gene is MATSPQKSPSVPKSPTPKSPPSRKKDDSFLGKLGGTLARRKKAKEVSELQEEGMNAINLPLSPIPFELDPEDTMLEENEVRTMVDPNSRSDPKLQELMKVLIDWINDVLVGERIIVKDLAEDLYDGQVLQKLFEKLESEKLNVAEVTQSEIAQKQKLQTVLEKINETLKLPPRSIKWNVDSVHAKSLVAILHLLVALSQYFRAPIRLPDHVSIQVVVVQKREGILQSRQIQEEITGNTEALSGRHERDAFDTLFDHAPDKLNVVKKTLITFVNKHLNKLNLEVTELETQFADGVYLVLLM.... Result: 1 (interaction). (4) The miRNA is hsa-miR-4672 with sequence UUACACAGCUGGACAGAGGCA. The protein sequence of the target gene is MSSAPTTPPSVDKVDGFSRKSVRKARQKRSQSSSQFRSQGKPIELTPLPLLKDVPSSEQPELFLKKLQQCCVIFDFMDTLSDLKMKEYKRSTLNELVDYITISRGCLTEQTYPEVVRMVSCNIFRTLPPSDSNEFDPEEDEPTLEASWPHLQLVYEFFIRFLESQEFQPSIAKKYIDQKFVLQLLELFDSEDPRERDYLKTVLHRIYGKFLGLRAFIRKQINNIFLRFVYETEHFNGVAELLEILGSIINGFALPLKAEHKQFLVKVLIPLHTVRSLSLFHAQLAYCIVQFLEKDPSLTE.... Result: 1 (interaction). (5) The miRNA is dre-miR-430b-3p with sequence AAAGUGCUAUCAAGUUGGGGUAG. The protein sequence of the target gene is MESAITLWQFLLHLLLDQKHEHLICWTSNDGEFKLLKAEEVAKLWGLRKNKTNMNYDKLSRALRYYYDKNIIKKVIGQKFVYKFVSFPDILKMDPHAVEISRESLLLQDGDCKVSPEGREVHRHGLSSLKSASRNEYLHSGLYSSFTINSLQNAPEAFKAIKTEKLEEPCDDSPPVEEVRTVIRFVTNKTDKHITRPVVSLPSTSETAAAAASAFLASSVSAKISSLMLPNAASISSASPSSSRSPSLSPDSPLPSEHRSLFLEAACHDSDSLEPLNLSSGSKTKSPSLPPKGKKPKGLE.... Result: 0 (no interaction). (6) The miRNA is mmu-miR-694 with sequence CUGAAAAUGUUGCCUGAAG. The protein sequence of the target gene is MDLVGVSSPEPGPAAAWGPSKCPWATPQNTVSCSLTEVMSEELAKELQLEEEAAAFPEVVVAEGPFISGENIDTSSDLMLAQMLQMEFDREYDAQLRREEKKFNGDSKVSISFENYRKVHPFEDSDSSEDEVDWQDTRDDPYRPAKPIPTPKKGFIGKGKDITTKHDEVVCGRKNTARMENFAPGFQVGDGIGMDLKLSNHVFNALKQHAYSEERRSARLHEKKEHSTAEKAVDPKTRLLMYKMVNSGMLETITGCISTGKESVVFHAYGGSLEDEKEDGKAIPTECAIKVFKTTLNEFK.... Result: 1 (interaction). (7) The miRNA is mmu-miR-3069-3p with sequence UUGGACACUAAGUACUGCCACA. The protein sequence of the target gene is MGRGVRVLLLLSLLHCAGGSEGRKTWRRRGQQPPPPPRTEAAPAAGQPVESFPLDFTAVEGNMDSFMAQVKSLAQSLYPCSAQQLNEDLRLHLLLNTSVTCNDGSPAGYYLKESRGSRRWLLFLEGGWYCFNRENCDSRYDTMRRLMSSRDWPRTRTGTGILSSQPEENPYWWNANMVFIPYCSSDVWSGASSKSEKNEYAFMGALIIQEVVRELLGRGLSGAKVLLLAGSSAGGTGVLLNVDRVAEQLEKLGYPAIQVRGLADSGWFLDNKQYRHTDCVDTITCAPTEAIRRGIRYWNG.... Result: 0 (no interaction).